This data is from Full USPTO retrosynthesis dataset with 1.9M reactions from patents (1976-2016). The task is: Predict the reactants needed to synthesize the given product. (1) Given the product [CH2:1]([N:8]1[C:16]([OH:17])=[N:15][C:14]2[C:9]1=[N:10][C:11]([CH2:19][C:20]([O:26][CH3:25])=[O:22])=[N:12][C:13]=2[NH2:18])[C:2]1[CH:7]=[CH:6][CH:5]=[CH:4][CH:3]=1, predict the reactants needed to synthesize it. The reactants are: [CH2:1]([N:8]1[C:16]([OH:17])=[N:15][C:14]2[C:9]1=[N:10][C:11]([CH2:19][C:20]#N)=[N:12][C:13]=2[NH2:18])[C:2]1[CH:7]=[CH:6][CH:5]=[CH:4][CH:3]=1.[OH-:22].[Na+].Cl.[CH3:25][OH:26]. (2) Given the product [CH2:1]([NH:3][C:4]([NH:6][C:7]1[N:12]=[CH:11][C:10]([C:13]2[CH:14]=[N:15][CH:16]=[C:17]([C:19]([OH:21])=[O:20])[CH:18]=2)=[C:9]([C:24]2[S:25][CH:26]=[C:27]([C:29]3[CH:34]=[CH:33][CH:32]=[CH:31][CH:30]=3)[N:28]=2)[CH:8]=1)=[O:5])[CH3:2], predict the reactants needed to synthesize it. The reactants are: [CH2:1]([NH:3][C:4]([NH:6][C:7]1[N:12]=[CH:11][C:10]([C:13]2[CH:14]=[N:15][CH:16]=[C:17]([C:19]([O:21]CC)=[O:20])[CH:18]=2)=[C:9]([C:24]2[S:25][CH:26]=[C:27]([C:29]3[CH:34]=[CH:33][CH:32]=[CH:31][CH:30]=3)[N:28]=2)[CH:8]=1)=[O:5])[CH3:2].[Li+].[OH-].C(#N)C. (3) Given the product [F:1][C:2]1[CH:10]=[C:9]([C:11]([F:14])([F:13])[F:12])[CH:8]=[CH:7][C:3]=1[C:4]([NH:23][C:21]1[CH:20]=[CH:19][N:18]=[C:17]([O:16][CH3:15])[CH:22]=1)=[O:5], predict the reactants needed to synthesize it. The reactants are: [F:1][C:2]1[CH:10]=[C:9]([C:11]([F:14])([F:13])[F:12])[CH:8]=[CH:7][C:3]=1[C:4](Cl)=[O:5].[CH3:15][O:16][C:17]1[CH:22]=[C:21]([NH2:23])[CH:20]=[CH:19][N:18]=1.N1C=CC=CC=1.Cl. (4) Given the product [CH2:35]([O:19][C:18]([C:17]1[N:8]([CH2:1][C:2]2[CH:3]=[CH:4][CH:5]=[CH:6][CH:7]=2)[C:9](=[O:28])[C:10]2[C:15]([C:16]=1[C:21]1[CH:22]=[CH:23][CH:24]=[CH:25][CH:26]=1)=[CH:14][C:13]([Br:27])=[CH:12][CH:11]=2)=[O:20])[C:36]1[CH:41]=[CH:40][CH:39]=[CH:38][CH:37]=1, predict the reactants needed to synthesize it. The reactants are: [CH2:1]([N:8]1[C:17]([C:18]([OH:20])=[O:19])=[C:16]([C:21]2[CH:26]=[CH:25][CH:24]=[CH:23][CH:22]=2)[C:15]2[C:10](=[CH:11][CH:12]=[C:13]([Br:27])[CH:14]=2)[C:9]1=[O:28])[C:2]1[CH:7]=[CH:6][CH:5]=[CH:4][CH:3]=1.C(=O)([O-])[O-].[K+].[K+].[CH2:35](Br)[C:36]1[CH:41]=[CH:40][CH:39]=[CH:38][CH:37]=1.CN(C=O)C. (5) Given the product [CH3:28][N:4]1[C:3]([CH2:2][NH:29][CH:30]2[CH2:35][CH2:34][CH:33]([OH:36])[CH2:32][CH2:31]2)=[N:11][C:10]2[C:5]1=[N:6][C:7]([N:18]1[C:22]3[CH:23]=[CH:24][CH:25]=[CH:26][C:21]=3[N:20]=[C:19]1[CH3:27])=[N:8][C:9]=2[N:12]1[CH2:17][CH2:16][O:15][CH2:14][CH2:13]1, predict the reactants needed to synthesize it. The reactants are: Br[CH2:2][C:3]1[N:4]([CH3:28])[C:5]2[C:10]([N:11]=1)=[C:9]([N:12]1[CH2:17][CH2:16][O:15][CH2:14][CH2:13]1)[N:8]=[C:7]([N:18]1[C:22]3[CH:23]=[CH:24][CH:25]=[CH:26][C:21]=3[N:20]=[C:19]1[CH3:27])[N:6]=2.[NH2:29][CH:30]1[CH2:35][CH2:34][CH:33]([OH:36])[CH2:32][CH2:31]1.